Dataset: Full USPTO retrosynthesis dataset with 1.9M reactions from patents (1976-2016). Task: Predict the reactants needed to synthesize the given product. Given the product [Br:13][C:9]1[CH:8]=[C:7]([C:2]([C:25]([O:24][C:21]([CH3:23])([CH3:22])[CH3:20])=[O:26])([CH3:6])[C:3]([OH:5])=[O:4])[CH:12]=[CH:11][CH:10]=1, predict the reactants needed to synthesize it. The reactants are: N[C:2]([C:7]1[CH:12]=[CH:11][CH:10]=[C:9]([Br:13])[CH:8]=1)([CH3:6])[C:3]([OH:5])=[O:4].O1CCOCC1.[CH3:20][C:21]([O:24][C:25](O[C:25]([O:24][C:21]([CH3:23])([CH3:22])[CH3:20])=[O:26])=[O:26])([CH3:23])[CH3:22].